Dataset: Forward reaction prediction with 1.9M reactions from USPTO patents (1976-2016). Task: Predict the product of the given reaction. (1) The product is: [OH:6][CH2:5][CH2:4][CH2:3][O:7][C:9]1[CH:16]=[CH:15][C:12]([C:13]#[N:14])=[CH:11][N:10]=1. Given the reactants [H-].[Na+].[CH2:3]([OH:7])[CH2:4][CH2:5][OH:6].Cl[C:9]1[CH:16]=[CH:15][C:12]([C:13]#[N:14])=[CH:11][N:10]=1.O, predict the reaction product. (2) Given the reactants Cl[C:2]1[CH:7]=[CH:6][N:5]2[N:8]=[CH:9][C:10]([CH:11]=[O:12])=[C:4]2[N:3]=1.[C:13]([C:17]1[CH:18]=[C:19]([CH:21]=[CH:22][CH:23]=1)[NH2:20])([CH3:16])([CH3:15])[CH3:14], predict the reaction product. The product is: [C:13]([C:17]1[CH:18]=[C:19]([NH:20][C:2]2[CH:7]=[CH:6][N:5]3[N:8]=[CH:9][C:10]([CH:11]=[O:12])=[C:4]3[N:3]=2)[CH:21]=[CH:22][CH:23]=1)([CH3:16])([CH3:14])[CH3:15]. (3) Given the reactants [CH:1]1[CH:2]=[CH:3][C:4]2[S:9][N:8]=[C:7]([N:10]3[CH2:15][CH2:14][N:13]([CH2:16][CH2:17][C:18]4[CH:19]=[C:20]5[CH2:28][C:26](=[O:27])[NH:25][C:21]5=[CH:22][C:23]=4[Cl:24])[CH2:12][CH2:11]3)[C:5]=2[CH:6]=1, predict the reaction product. The product is: [CH:1]1[CH:2]=[CH:3][C:4]2[S:9][N:8]=[C:7]([N:10]3[CH2:11][CH2:12][N:13]([CH2:16][CH2:17][C:18]4[CH:19]=[C:20]5[CH2:28][C:26](=[O:27])[NH:25][C:21]5=[CH:22][C:23]=4[Cl:24])[CH2:14][CH2:15]3)[C:5]=2[CH:6]=1.[ClH:24]. (4) Given the reactants [NH2:1][C:2]1[N:7]=[C:6]([N:8]([CH3:15])[C:9]2[CH:14]=[CH:13][CH:12]=[CH:11][CH:10]=2)[N:5]=[C:4]([C:16]2[N:20]=[C:19]([C:21]3[CH:22]=[CH:23][C:24]([CH2:27]O)=[N:25][CH:26]=3)[O:18][N:17]=2)[N:3]=1.CS(Cl)(=O)=O.[CH2:34]([N:36](CC)[CH2:37][CH3:38])[CH3:35].N1CCCC1, predict the reaction product. The product is: [CH3:15][N:8]([C:9]1[CH:10]=[CH:11][CH:12]=[CH:13][CH:14]=1)[C:6]1[N:7]=[C:2]([NH2:1])[N:3]=[C:4]([C:16]2[N:20]=[C:19]([C:21]3[CH:26]=[N:25][C:24]([CH2:27][N:36]4[CH2:37][CH2:38][CH2:35][CH2:34]4)=[CH:23][CH:22]=3)[O:18][N:17]=2)[N:5]=1. (5) The product is: [Br:8][C:5]1[N:6]=[CH:7][C:2]([NH:1][C:15]([C:14]2[S:13][N:12]=[N:11][C:10]=2[CH3:9])=[O:16])=[N:3][CH:4]=1. Given the reactants [NH2:1][C:2]1[CH:7]=[N:6][C:5]([Br:8])=[CH:4][N:3]=1.[CH3:9][C:10]1[N:11]=[N:12][S:13][C:14]=1[C:15](O)=[O:16].Cl.C1C=CC2N(O)N=NC=2C=1.C(N(C(C)C)CC)(C)C, predict the reaction product. (6) Given the reactants [Cl:1][C:2]1[C:7]([O:8][CH3:9])=[CH:6][C:5](/[CH:10]=[CH:11]/[C:12]([OH:14])=O)=[C:4]([S:15](=[O:20])(=[O:19])[N:16]([CH3:18])[CH3:17])[CH:3]=1.CN(C=O)C.S(Cl)(Cl)=O.[F:30][C:31]1[CH:45]=[CH:44][C:34]([CH2:35][N:36]2[CH2:42][CH:41]3[NH:43][CH:38]([CH2:39][CH2:40]3)[CH2:37]2)=[CH:33][CH:32]=1, predict the reaction product. The product is: [Cl:1][C:2]1[C:7]([O:8][CH3:9])=[CH:6][C:5](/[CH:10]=[CH:11]/[C:12]([N:43]2[CH:41]3[CH2:40][CH2:39][CH:38]2[CH2:37][N:36]([CH2:35][C:34]2[CH:44]=[CH:45][C:31]([F:30])=[CH:32][CH:33]=2)[CH2:42]3)=[O:14])=[C:4]([S:15]([N:16]([CH3:18])[CH3:17])(=[O:20])=[O:19])[CH:3]=1.